Dataset: Catalyst prediction with 721,799 reactions and 888 catalyst types from USPTO. Task: Predict which catalyst facilitates the given reaction. (1) Reactant: [CH3:1][CH:2]([C:4]1[C:12]2[CH2:11][CH2:10][CH2:9][CH2:8][C:7]=2[N:6]([CH2:13][C:14]2[CH:23]=[CH:22][C:17]([C:18]([O:20]C)=[O:19])=[CH:16][CH:15]=2)[N:5]=1)[CH3:3].O.[OH-].[Li+].O. Product: [CH3:3][CH:2]([C:4]1[C:12]2[CH2:11][CH2:10][CH2:9][CH2:8][C:7]=2[N:6]([CH2:13][C:14]2[CH:15]=[CH:16][C:17]([C:18]([OH:20])=[O:19])=[CH:22][CH:23]=2)[N:5]=1)[CH3:1]. The catalyst class is: 36. (2) Reactant: [F:1][C:2]([F:13])([F:12])[O:3][C:4]1[CH:11]=[CH:10][CH:9]=[CH:8][C:5]=1[CH2:6]O.[Br-:14].[C:15]1([PH+:21]([C:28]2[CH:33]=[CH:32][CH:31]=[CH:30][CH:29]=2)[C:22]2[CH:27]=[CH:26][CH:25]=[CH:24][CH:23]=2)[CH:20]=[CH:19][CH:18]=[CH:17][CH:16]=1. Product: [Br-:14].[C:28]1([P+:21]([C:15]2[CH:16]=[CH:17][CH:18]=[CH:19][CH:20]=2)([C:22]2[CH:27]=[CH:26][CH:25]=[CH:24][CH:23]=2)[CH2:6][C:5]2[CH:8]=[CH:9][CH:10]=[CH:11][C:4]=2[O:3][C:2]([F:13])([F:12])[F:1])[CH:29]=[CH:30][CH:31]=[CH:32][CH:33]=1. The catalyst class is: 10. (3) Reactant: Br[C:2]1[CH:7]=[CH:6][C:5]([S:8]([N:11]2[CH2:29][CH2:28][C:14]3([O:19][CH2:18][C:17](=[O:20])[N:16]([CH2:21][C:22]4[CH:27]=[CH:26][CH:25]=[CH:24][CH:23]=4)[CH2:15]3)[CH2:13][CH2:12]2)(=[O:10])=[O:9])=[CH:4][CH:3]=1.CC1(C)C(C)(C)OB([C:38]2[CH:47]=[C:46]3[C:41]([CH:42]=[CH:43][CH:44]=[N:45]3)=[CH:40][CH:39]=2)O1.C(=O)([O-])[O-].[K+].[K+]. Product: [C:22]1([CH2:21][N:16]2[CH2:15][C:14]3([CH2:28][CH2:29][N:11]([S:8]([C:5]4[CH:6]=[CH:7][C:2]([C:38]5[CH:47]=[C:46]6[C:41]([CH:42]=[CH:43][CH:44]=[N:45]6)=[CH:40][CH:39]=5)=[CH:3][CH:4]=4)(=[O:10])=[O:9])[CH2:12][CH2:13]3)[O:19][CH2:18][C:17]2=[O:20])[CH:27]=[CH:26][CH:25]=[CH:24][CH:23]=1. The catalyst class is: 669.